Dataset: Full USPTO retrosynthesis dataset with 1.9M reactions from patents (1976-2016). Task: Predict the reactants needed to synthesize the given product. Given the product [C:27]([NH:31][C:21](=[O:23])[C:20]1[CH:19]=[CH:18][C:17]([O:16][C:13]2[C:12]([CH3:26])=[N:11][N:10]([C:4]3[CH:5]=[CH:6][C:7]([C:8]#[N:9])=[C:2]([Cl:1])[CH:3]=3)[C:14]=2[CH3:15])=[CH:25][CH:24]=1)([CH3:30])([CH3:29])[CH3:28], predict the reactants needed to synthesize it. The reactants are: [Cl:1][C:2]1[CH:3]=[C:4]([N:10]2[C:14]([CH3:15])=[C:13]([O:16][C:17]3[CH:25]=[CH:24][C:20]([C:21]([OH:23])=O)=[CH:19][CH:18]=3)[C:12]([CH3:26])=[N:11]2)[CH:5]=[CH:6][C:7]=1[C:8]#[N:9].[C:27]([NH2:31])([CH3:30])([CH3:29])[CH3:28].